This data is from Catalyst prediction with 721,799 reactions and 888 catalyst types from USPTO. The task is: Predict which catalyst facilitates the given reaction. (1) Reactant: [Br:1][C:2]1[CH:3]=[CH:4][C:5]([S:8][CH2:9][CH3:10])=[N:6][CH:7]=1.C1C=C(Cl)C=C(C(OO)=[O:19])C=1.C(#N)C. Product: [Br:1][C:2]1[CH:3]=[CH:4][C:5]([S:8]([CH2:9][CH3:10])=[O:19])=[N:6][CH:7]=1. The catalyst class is: 2. (2) Reactant: [CH3:1][C:2]1([CH2:5][CH2:6][C:7](Cl)=[O:8])[CH2:4][CH2:3]1.[NH2:10][C:11]1[CH:16]=[CH:15][C:14]([C:17]([N:19]2[CH2:24][CH2:23][N:22]([CH2:25][C:26]3[CH:31]=[CH:30][C:29]([C:32]([OH:41])([C:37]([F:40])([F:39])[F:38])[C:33]([F:36])([F:35])[F:34])=[CH:28][CH:27]=3)[CH2:21][CH2:20]2)=[O:18])=[CH:13][CH:12]=1.C(N(CC)CC)C. Product: [F:39][C:37]([F:38])([F:40])[C:32]([C:29]1[CH:28]=[CH:27][C:26]([CH2:25][N:22]2[CH2:21][CH2:20][N:19]([C:17]([C:14]3[CH:15]=[CH:16][C:11]([NH:10][C:7](=[O:8])[CH2:6][CH2:5][C:2]4([CH3:1])[CH2:4][CH2:3]4)=[CH:12][CH:13]=3)=[O:18])[CH2:24][CH2:23]2)=[CH:31][CH:30]=1)([OH:41])[C:33]([F:36])([F:35])[F:34]. The catalyst class is: 4. (3) Reactant: [Cl:1][C:2]1[CH:3]=[CH:4][C:5]2[N:6]([CH:13]=1)[C:7](=[O:12])[CH:8]=[C:9]([OH:11])[N:10]=2.[H-].[Na+].C1(N([S:23]([C:26]([F:29])([F:28])[F:27])(=[O:25])=[O:24])[S:23]([C:26]([F:29])([F:28])[F:27])(=[O:25])=[O:24])C=CC=CC=1. Product: [F:27][C:26]([F:29])([F:28])[S:23]([O:11][C:9]1[N:10]=[C:5]2[CH:4]=[CH:3][C:2]([Cl:1])=[CH:13][N:6]2[C:7](=[O:12])[CH:8]=1)(=[O:25])=[O:24]. The catalyst class is: 3. (4) Reactant: [Cl:1][C:2]1[CH:7]=[CH:6][N:5]=[C:4]2[NH:8][C:9]([CH3:11])=[CH:10][C:3]=12.[H-].[Na+].[CH:14]([Si:17](Cl)([CH:21]([CH3:23])[CH3:22])[CH:18]([CH3:20])[CH3:19])([CH3:16])[CH3:15]. Product: [Cl:1][C:2]1[CH:7]=[CH:6][N:5]=[C:4]2[N:8]([Si:17]([CH:21]([CH3:23])[CH3:22])([CH:18]([CH3:20])[CH3:19])[CH:14]([CH3:16])[CH3:15])[C:9]([CH3:11])=[CH:10][C:3]=12. The catalyst class is: 42. (5) Reactant: [Br:1][C:2]1[C:7]([CH3:8])=[CH:6][C:5]([OH:9])=[CH:4][C:3]=1[CH3:10].[CH2:11](Br)[C:12]1[CH:17]=[CH:16][CH:15]=[CH:14][CH:13]=1.C(=O)([O-])[O-].[K+].[K+].O. The catalyst class is: 9. Product: [CH2:11]([O:9][C:5]1[CH:4]=[C:3]([CH3:10])[C:2]([Br:1])=[C:7]([CH3:8])[CH:6]=1)[C:12]1[CH:17]=[CH:16][CH:15]=[CH:14][CH:13]=1. (6) Reactant: CSC.[CH2:4]([O:6][C:7](=[O:28])[CH2:8][N:9]([CH2:21][C:22]1[CH:27]=[CH:26][CH:25]=[CH:24][CH:23]=1)[C:10]1[CH:11]=[C:12]2[C:16](=[CH:17][CH:18]=1)[CH:15]([CH3:19])[CH2:14][C:13]2=[O:20])[CH3:5].O1CCCC1. Product: [CH2:4]([O:6][C:7](=[O:28])[CH2:8][N:9]([CH2:21][C:22]1[CH:23]=[CH:24][CH:25]=[CH:26][CH:27]=1)[C:10]1[CH:11]=[C:12]2[C:16](=[CH:17][CH:18]=1)[CH:15]([CH3:19])[CH2:14][CH:13]2[OH:20])[CH3:5]. The catalyst class is: 13. (7) Reactant: C[O:2][C:3]1[N:8]=[C:7]([C:9]([O-:11])=[O:10])[CH:6]=[CH:5][C:4]=1[N:12]1[CH:16]=[C:15]([CH3:17])[N:14]=[CH:13]1.[ClH:18]. Product: [ClH:18].[CH3:17][C:15]1[N:14]=[CH:13][N:12]([C:4]2[C:3](=[O:2])[NH:8][C:7]([C:9]([OH:11])=[O:10])=[CH:6][CH:5]=2)[CH:16]=1. The catalyst class is: 12.